This data is from CYP2C19 inhibition data for predicting drug metabolism from PubChem BioAssay. The task is: Regression/Classification. Given a drug SMILES string, predict its absorption, distribution, metabolism, or excretion properties. Task type varies by dataset: regression for continuous measurements (e.g., permeability, clearance, half-life) or binary classification for categorical outcomes (e.g., BBB penetration, CYP inhibition). Dataset: cyp2c19_veith. (1) The molecule is O=C(COc1ccc2ccccc2c1Br)NNC(=O)Nc1ccccc1. The result is 1 (inhibitor). (2) The drug is O=C(/C=C/c1ccco1)Nc1ccc(Oc2ccccc2)cc1. The result is 1 (inhibitor).